Dataset: Reaction yield outcomes from USPTO patents with 853,638 reactions. Task: Predict the reaction yield, written as a fraction of the theoretical maximum amount of product (1.0 means a 100% yield; for example, 0.34 means a 34% yield). (1) The reactants are [CH3:1][O:2][C:3](Cl)=[O:4].[NH2:6][C@@H:7]([CH:11]([CH3:13])[CH3:12])[C:8]([OH:10])=[O:9].[OH-].[Na+].C(=O)([O-])[O-].[Na+].[Na+]. The catalyst is O. The product is [CH3:1][O:2][C:3]([NH:6][C@@H:7]([CH:11]([CH3:13])[CH3:12])[C:8]([OH:10])=[O:9])=[O:4]. The yield is 0.930. (2) The reactants are O=P(Cl)(Cl)Cl.[N+:6]([C:9]1[CH:14]=[CH:13][CH:12]=[CH:11][C:10]=1[C:15]1[N:16]=[C:17]2[CH:22]=[CH:21][CH:20]=[CH:19][N:18]2[CH:23]=1)([O-:8])=[O:7].CN([CH:27]=[O:28])C. The catalyst is [OH-].[Na+]. The product is [N+:6]([C:9]1[CH:14]=[CH:13][CH:12]=[CH:11][C:10]=1[C:15]1[N:16]=[C:17]2[CH:22]=[CH:21][CH:20]=[CH:19][N:18]2[C:23]=1[CH:27]=[O:28])([O-:8])=[O:7]. The yield is 0.920. (3) The reactants are [O:1]1CCO[CH:2]1[C:6]1[CH:7]=[C:8]([N:12]2[C:20]3[C:15](=[CH:16][CH:17]=[CH:18][CH:19]=3)[CH:14]=[C:13]2[CH3:21])[CH:9]=[CH:10][CH:11]=1.Cl.O. The catalyst is O1CCCC1. The product is [CH3:21][C:13]1[N:12]([C:8]2[CH:7]=[C:6]([CH:11]=[CH:10][CH:9]=2)[CH:2]=[O:1])[C:20]2[C:15]([CH:14]=1)=[CH:16][CH:17]=[CH:18][CH:19]=2. The yield is 0.0500. (4) The reactants are [CH3:1][O:2][C:3](=[O:15])[C:4](=[N+]=[N-])[C:5]1[CH:10]=[CH:9][C:8]([Cl:11])=[C:7]([Cl:12])[CH:6]=1.[CH:16]1([OH:22])[CH2:21][CH2:20][CH2:19][CH2:18][CH2:17]1.O. The catalyst is ClCCl.CC(O)=O.CC(O)=O.CC(O)=O.CC(O)=O.[Rh].[Rh]. The product is [CH3:1][O:2][C:3](=[O:15])[CH:4]([O:22][CH:16]1[CH2:21][CH2:20][CH2:19][CH2:18][CH2:17]1)[C:5]1[CH:10]=[CH:9][C:8]([Cl:11])=[C:7]([Cl:12])[CH:6]=1. The yield is 0.740. (5) The reactants are FC(F)(F)S(O[C:7]1[C:16]2[C:11](=[C:12](OS(C(F)(F)F)(=O)=O)[CH:13]=[CH:14][CH:15]=2)[CH:10]=[CH:9][CH:8]=1)(=O)=O.[C:27]1(B(O)O)[CH:32]=[CH:31][CH:30]=[CH:29][CH:28]=1.[C:36]1(C)[CH:41]=[CH:40][CH:39]=[CH:38][CH:37]=1.C(=O)([O-])[O-].[Na+].[Na+]. The catalyst is C1C=CC([P]([Pd]([P](C2C=CC=CC=2)(C2C=CC=CC=2)C2C=CC=CC=2)([P](C2C=CC=CC=2)(C2C=CC=CC=2)C2C=CC=CC=2)[P](C2C=CC=CC=2)(C2C=CC=CC=2)C2C=CC=CC=2)(C2C=CC=CC=2)C2C=CC=CC=2)=CC=1.C(COC)OC. The product is [C:27]1([C:7]2[C:16]3[C:11](=[C:12]([C:36]4[CH:41]=[CH:40][CH:39]=[CH:38][CH:37]=4)[CH:13]=[CH:14][CH:15]=3)[CH:10]=[CH:9][CH:8]=2)[CH:32]=[CH:31][CH:30]=[CH:29][CH:28]=1. The yield is 0.600. (6) The catalyst is C(O)(=O)C. The product is [CH:1]([O:4][C:5]([N:7]1[CH2:12][CH2:11][CH:10]([O:13][C:14]2[C:19]([Br:39])=[C:18]([O:20][C:21]3[CH:26]=[CH:25][C:24]([S:27]([CH3:30])(=[O:29])=[O:28])=[CH:23][C:22]=3[F:31])[N:17]=[CH:16][N:15]=2)[CH2:9][CH2:8]1)=[O:6])([CH3:3])[CH3:2]. The yield is 0.500. The reactants are [CH:1]([O:4][C:5]([N:7]1[CH2:12][CH2:11][CH:10]([O:13][C:14]2[CH:19]=[C:18]([O:20][C:21]3[CH:26]=[CH:25][C:24]([S:27]([CH3:30])(=[O:29])=[O:28])=[CH:23][C:22]=3[F:31])[N:17]=[CH:16][N:15]=2)[CH2:9][CH2:8]1)=[O:6])([CH3:3])[CH3:2].C1C(=O)N([Br:39])C(=O)C1. (7) The reactants are Br[C:2]([F:9])([F:8])[C:3]([O:5][CH2:6][CH3:7])=[O:4].[N+:10]([C:13]1[CH:20]=[CH:19][CH:18]=[CH:17][C:14]=1[CH:15]=[O:16])([O-:12])=[O:11]. The catalyst is C1COCC1.CCOC(C)=O.[Zn]. The product is [CH2:6]([O:5][C:3](=[O:4])[C:2]([F:9])([F:8])[CH:15]([C:14]1[CH:17]=[CH:18][CH:19]=[CH:20][C:13]=1[N+:10]([O-:12])=[O:11])[OH:16])[CH3:7]. The yield is 0.910. (8) The reactants are C(OP([CH2:9][C:10]([O:12][CH2:13][CH3:14])=[O:11])(OCC)=O)C.[H-].[Na+].[O:17]=[C:18]1[C:23]([CH2:24][C:25]2[CH:30]=[CH:29][C:28]([C:31]3[C:32]([C:37]#[N:38])=[CH:33][CH:34]=[CH:35][CH:36]=3)=[CH:27][CH:26]=2)=[C:22]([CH2:39][CH2:40][CH3:41])[N:21]2[N:42]=[CH:43][N:44]=[C:20]2[N:19]1[CH:45]1[CH2:50][CH2:49][C:48](=O)[CH2:47][CH2:46]1. The catalyst is O1CCCC1. The product is [CH2:13]([O:12][C:10](=[O:11])[CH:9]=[C:48]1[CH2:47][CH2:46][CH:45]([N:19]2[C:18](=[O:17])[C:23]([CH2:24][C:25]3[CH:30]=[CH:29][C:28]([C:31]4[CH:36]=[CH:35][CH:34]=[CH:33][C:32]=4[C:37]#[N:38])=[CH:27][CH:26]=3)=[C:22]([CH2:39][CH2:40][CH3:41])[N:21]3[N:42]=[CH:43][N:44]=[C:20]23)[CH2:50][CH2:49]1)[CH3:14]. The yield is 0.860.